This data is from Reaction yield outcomes from USPTO patents with 853,638 reactions. The task is: Predict the reaction yield, written as a fraction of the theoretical maximum amount of product (1.0 means a 100% yield; for example, 0.34 means a 34% yield). (1) The product is [CH3:25][O:24][C:22]1[CH:21]=[C:19]([NH:20][C:2]([NH:3][C:10](=[O:11])[C:9]2[CH:13]=[CH:14][C:6]([F:5])=[CH:7][CH:8]=2)=[S:1])[CH:18]=[C:17]([O:16][CH3:15])[CH:23]=1. The reactants are [S-:1][C:2]#[N:3].[NH4+].[F:5][C:6]1[CH:14]=[CH:13][C:9]([C:10](Cl)=[O:11])=[CH:8][CH:7]=1.[CH3:15][O:16][C:17]1[CH:18]=[C:19]([CH:21]=[C:22]([O:24][CH3:25])[CH:23]=1)[NH2:20]. The yield is 0.690. The catalyst is CC(C)=O. (2) The reactants are [OH:1][C:2]1[CH:3]=[C:4]([C:8](=[O:10])[CH3:9])[CH:5]=[CH:6][CH:7]=1.C(=O)([O-])[O-].[Na+].[Na+].[C:17](OC=C)(=O)[CH3:18]. The catalyst is C1(C)C=CC=CC=1. The product is [CH:17]([O:1][C:2]1[CH:3]=[C:4]([C:8](=[O:10])[CH3:9])[CH:5]=[CH:6][CH:7]=1)=[CH2:18]. The yield is 0.850. (3) The reactants are [OH:1][C:2]1[C:11](=[O:12])[C:10]2[C:5](=[CH:6][C:7]([I:13])=[CH:8][CH:9]=2)[O:4][C:3]=1[C:14]1[CH:19]=[C:18]([O:20][CH3:21])[C:17]([O:22][CH3:23])=[C:16]([O:24][CH3:25])[CH:15]=1.C(=O)([O-])[O-].[K+].[K+].[I-].[K+].[CH2:34](Cl)[C:35]1[CH:40]=[CH:39][CH:38]=[CH:37][CH:36]=1. The catalyst is CC(C)=O. The product is [CH2:34]([O:1][C:2]1[C:11](=[O:12])[C:10]2[C:5](=[CH:6][C:7]([I:13])=[CH:8][CH:9]=2)[O:4][C:3]=1[C:14]1[CH:15]=[C:16]([O:24][CH3:25])[C:17]([O:22][CH3:23])=[C:18]([O:20][CH3:21])[CH:19]=1)[C:35]1[CH:40]=[CH:39][CH:38]=[CH:37][CH:36]=1. The yield is 0.880. (4) The reactants are C1CCN2C(=NCCC2)CC1.[F:12][C:13]1[CH:14]=[CH:15][C:16]([NH:19][C:20]2[N:25]=[CH:24][C:23]3[CH:26]=[C:27]([C:33]4[CH:34]=[N:35][N:36](C(OC(C)(C)C)=O)[CH:37]=4)[N:28](S(C)(=O)=O)[C:22]=3[CH:21]=2)=[N:17][CH:18]=1. The catalyst is CN(C=O)C.O. The product is [F:12][C:13]1[CH:14]=[CH:15][C:16]([NH:19][C:20]2[N:25]=[CH:24][C:23]3[CH:26]=[C:27]([C:33]4[CH:37]=[N:36][NH:35][CH:34]=4)[NH:28][C:22]=3[CH:21]=2)=[N:17][CH:18]=1. The yield is 0.240. (5) The reactants are [I:1][C:2]1[NH:6][C:5]([C@@H:7]2[CH2:11][CH2:10][C@H:9]([CH3:12])[N:8]2[C:13]([O:15]C(C)(C)C)=O)=[N:4][CH:3]=1.Cl.[CH3:21][O:22][C:23]([NH:25][C@@H:26]([CH:30]([CH3:32])[CH3:31])C(O)=O)=O.[CH3:33]N(C(ON1N=NC2C=CC=NC1=2)=[N+](C)C)C.F[P-](F)(F)(F)(F)F.C(N(C(C)C)CC)(C)C. The catalyst is ClCCl. The product is [I:1][C:2]1[NH:6][C:5]([C@@H:7]2[CH2:11][CH2:10][C@H:9]([CH3:12])[N:8]2[C:13](=[O:15])[C@@H:26]([NH:25][C:23]([O:22][CH3:21])=[CH2:33])[CH:30]([CH3:32])[CH3:31])=[N:4][CH:3]=1. The yield is 0.940. (6) The reactants are C([O:3][C:4](=[O:36])[CH:5]([O:7][P:8]([CH2:17][C:18]([CH3:35])=[CH:19][CH2:20][C:21]1[C:22]([OH:34])=[C:23]2[C:27](=[C:28]([CH3:32])[C:29]=1[O:30][CH3:31])[CH2:26][O:25][C:24]2=[O:33])([O:10][C:11]1[CH:16]=[CH:15][CH:14]=[CH:13][CH:12]=1)=[O:9])[CH3:6])C.[OH-].[Na+]. The catalyst is C1COCC1. The product is [OH:34][C:22]1[C:21]([CH2:20][CH:19]=[C:18]([CH3:35])[CH2:17][P:8]([O:10][C:11]2[CH:12]=[CH:13][CH:14]=[CH:15][CH:16]=2)([O:7][CH:5]([CH3:6])[C:4]([OH:36])=[O:3])=[O:9])=[C:29]([O:30][CH3:31])[C:28]([CH3:32])=[C:27]2[C:23]=1[C:24](=[O:33])[O:25][CH2:26]2. The yield is 0.770.